This data is from Forward reaction prediction with 1.9M reactions from USPTO patents (1976-2016). The task is: Predict the product of the given reaction. Given the reactants C1(P(C2CCCCC2)C2C=CC=CC=2C2C(C(C)C)=CC(C(C)C)=CC=2C(C)C)CCCCC1.[O:35]1[CH2:40][CH2:39][N:38]([C:41]2[C:46]([NH2:47])=[CH:45][C:44]([N:48]3[CH2:53][CH2:52][O:51][CH2:50][CH2:49]3)=[CH:43][N:42]=2)[CH2:37][CH2:36]1.Cl[C:55]1[C:64]2[C:59](=[CH:60][C:61]([F:66])=[CH:62][C:63]=2[F:65])[N:58]=[C:57]([C:67]2[C:68]([O:73][CH3:74])=[N:69][CH:70]=[CH:71][CH:72]=2)[C:56]=1[CH3:75].CC(C)([O-])C.[Na+], predict the reaction product. The product is: [N:38]1([C:41]2[C:46]([NH:47][C:55]3[C:64]4[C:59](=[CH:60][C:61]([F:66])=[CH:62][C:63]=4[F:65])[N:58]=[C:57]([C:67]4[C:68]([O:73][CH3:74])=[N:69][CH:70]=[CH:71][CH:72]=4)[C:56]=3[CH3:75])=[CH:45][C:44]([N:48]3[CH2:49][CH2:50][O:51][CH2:52][CH2:53]3)=[CH:43][N:42]=2)[CH2:39][CH2:40][O:35][CH2:36][CH2:37]1.